Dataset: Full USPTO retrosynthesis dataset with 1.9M reactions from patents (1976-2016). Task: Predict the reactants needed to synthesize the given product. The reactants are: [Cl:1][C:2]1[C:3]([C:14]#[N:15])=[CH:4][C:5]2[N:6]([CH:8]=[C:9]([CH:11]([CH3:13])[CH3:12])[N:10]=2)[CH:7]=1.Cl[S:17]([O:20][Si](C)(C)C)(=[O:19])=[O:18]. Given the product [Cl:1][C:2]1[C:3]([C:14]#[N:15])=[CH:4][C:5]2[N:6]([C:8]([S:17]([OH:20])(=[O:19])=[O:18])=[C:9]([CH:11]([CH3:13])[CH3:12])[N:10]=2)[CH:7]=1, predict the reactants needed to synthesize it.